From a dataset of Full USPTO retrosynthesis dataset with 1.9M reactions from patents (1976-2016). Predict the reactants needed to synthesize the given product. Given the product [OH:32][C@@H:28]([CH:29]([CH3:31])[CH3:30])[C:27]([NH:26][C@@H:24]([CH3:25])[C:23]([N:19]1[CH2:20][CH2:21][CH2:22][C@@H:17]([C:15]([NH:14][C@@H:12]([C:8]2[CH:7]=[CH:6][C:5]3[C:10](=[CH:11][C:2](/[CH:36]=[CH:35]/[C:37]4([C:43]([OH:45])=[O:44])[CH2:42][O:41][CH2:40][O:39][CH2:38]4)=[CH:3][CH:4]=3)[N:9]=2)[CH3:13])=[O:16])[NH:18]1)=[O:34])=[O:33], predict the reactants needed to synthesize it. The reactants are: Br[C:2]1[CH:11]=[C:10]2[C:5]([CH:6]=[CH:7][C:8]([C@H:12]([NH:14][C:15]([C@@H:17]3[CH2:22][CH2:21][CH2:20][N:19]([C:23](=[O:34])[C@@H:24]([NH:26][C:27](=[O:33])[C@@H:28]([OH:32])[CH:29]([CH3:31])[CH3:30])[CH3:25])[NH:18]3)=[O:16])[CH3:13])=[N:9]2)=[CH:4][CH:3]=1.[CH:35]([C:37]1([C:43]([OH:45])=[O:44])[CH2:42][O:41][CH2:40][O:39][CH2:38]1)=[CH2:36].C1(C)C=CC=CC=1P(C1C=CC=CC=1C)C1C=CC=CC=1C.C(N(CC)CC)C.